The task is: Predict the reactants needed to synthesize the given product.. This data is from Full USPTO retrosynthesis dataset with 1.9M reactions from patents (1976-2016). (1) Given the product [Cl:21][C:16]1[CH:17]=[CH:18][CH:19]=[CH:20][C:15]=1[S:12]([N:9]1[CH2:10][CH2:11][C:6]2([C:4](=[O:5])[N:39]([CH2:38][CH2:37][CH2:36][C:30]3[CH:35]=[CH:34][CH:33]=[CH:32][CH:31]=3)[CH2:23][CH2:22]2)[CH2:7][CH2:8]1)(=[O:13])=[O:14], predict the reactants needed to synthesize it. The reactants are: C(O[C:4]([C:6]1([CH2:22][CH2:23]OC)[CH2:11][CH2:10][N:9]([S:12]([C:15]2[CH:20]=[CH:19][CH:18]=[CH:17][C:16]=2[Cl:21])(=[O:14])=[O:13])[CH2:8][CH2:7]1)=[O:5])C.[Cl-].C[Al+]C.[C:30]1([CH2:36][CH2:37][CH2:38][NH2:39])[CH:35]=[CH:34][CH:33]=[CH:32][CH:31]=1. (2) Given the product [Cl:20][C:2]1[CH:3]=[C:4]2[C:9](=[CH:10][CH:11]=1)[CH:8]=[N:7][C:6]([O:12][S:13]([C:16]([F:19])([F:18])[F:17])(=[O:15])=[O:14])=[CH:5]2, predict the reactants needed to synthesize it. The reactants are: F[C:2]1[CH:3]=[C:4]2[C:9](=[CH:10][CH:11]=1)[CH:8]=[N:7][C:6]([O:12][S:13]([C:16]([F:19])([F:18])[F:17])(=[O:15])=[O:14])=[CH:5]2.[Cl:20]C1C=C2C(=CC=1)C=NC(O)=C2. (3) Given the product [ClH:19].[CH:1]1([N:4]2[CH2:9][CH2:8][C@H:7]([NH2:10])[C@H:6]([F:18])[CH2:5]2)[CH2:3][CH2:2]1, predict the reactants needed to synthesize it. The reactants are: [CH:1]1([N:4]2[CH2:9][CH2:8][C@H:7]([NH:10]C(=O)OC(C)(C)C)[C@H:6]([F:18])[CH2:5]2)[CH2:3][CH2:2]1.[ClH:19]. (4) Given the product [ClH:1].[ClH:32].[N:26]1([C:23]2[CH:22]=[CH:21][C:20]([NH:19][C:2]3[N:11]=[C:10]([NH:12][C:13]4[CH:18]=[CH:17][CH:16]=[CH:15][CH:14]=4)[C:9]4[C:4](=[CH:5][CH:6]=[CH:7][CH:8]=4)[N:3]=3)=[CH:25][CH:24]=2)[CH2:31][CH2:30][CH2:29][CH2:28][CH2:27]1, predict the reactants needed to synthesize it. The reactants are: [Cl:1][C:2]1[N:11]=[C:10]([NH:12][C:13]2[CH:18]=[CH:17][CH:16]=[CH:15][CH:14]=2)[C:9]2[C:4](=[CH:5][CH:6]=[CH:7][CH:8]=2)[N:3]=1.[NH2:19][C:20]1[CH:25]=[CH:24][C:23]([N:26]2[CH2:31][CH2:30][CH2:29][CH2:28][CH2:27]2)=[CH:22][CH:21]=1.[ClH:32]. (5) Given the product [Br:1][C:2]1[CH:3]=[CH:4][C:5]2[N:6]([C:15]([C:16]([OH:13])=[O:17])=[CH:9][N:10]=2)[CH:7]=1, predict the reactants needed to synthesize it. The reactants are: [Br:1][C:2]1[CH:3]=[CH:4][C:5]2[N:6](C(C#N)=[CH:9][N:10]=2)[CH:7]=1.[OH-:13].[Na+].[CH3:15][CH2:16][OH:17].